From a dataset of Reaction yield outcomes from USPTO patents with 853,638 reactions. Predict the reaction yield, written as a fraction of the theoretical maximum amount of product (1.0 means a 100% yield; for example, 0.34 means a 34% yield). (1) The reactants are [Cl:1][C:2]1[CH:3]=[N:4][CH:5]=[C:6]([Cl:11])[C:7]=1[CH:8]=[N:9][OH:10].ClN1C(=O)CCC1=O.[CH:20]1([C:23](=O)[CH2:24][C:25]([O:27][CH2:28][CH3:29])=[O:26])[CH2:22][CH2:21]1.[O-]CC.[Na+].C(O)C. The catalyst is CN(C)C=O.O1CCCC1.O. The product is [CH:20]1([C:23]2[O:10][N:9]=[C:8]([C:7]3[C:6]([Cl:11])=[CH:5][N:4]=[CH:3][C:2]=3[Cl:1])[C:24]=2[C:25]([O:27][CH2:28][CH3:29])=[O:26])[CH2:22][CH2:21]1. The yield is 0.0900. (2) The reactants are N=C=N.[C:4]([O:8][C:9]([NH:11][CH2:12][CH2:13][CH2:14]C(O)=O)=[O:10])([CH3:7])([CH3:6])[CH3:5].C1C=CC2N([OH:27])N=NC=2C=1.C([N:35]1[CH2:40][CH2:39][N:38]([CH2:41][CH2:42][CH2:43][C:44]([O:46][CH3:47])=[O:45])[CH2:37][CH2:36]1)C1C=CC=CC=1.C(O)C(N)(CO)CO. The yield is 0.770. The product is [C:4]([O:8][C:9]([NH:11][CH2:12][CH2:13][C:14]([N:35]1[CH2:40][CH2:39][N:38]([CH2:41][CH2:42][CH2:43][C:44]([O:46][CH3:47])=[O:45])[CH2:37][CH2:36]1)=[O:27])=[O:10])([CH3:5])([CH3:6])[CH3:7]. The catalyst is ClCCl. (3) The reactants are [Cl:1][C:2]1[N:6]2[CH:7]=[C:8]([CH2:15][CH:16]([CH3:18])[CH3:17])[CH:9]=[C:10]([C:11]([F:14])([F:13])[F:12])[C:5]2=[N:4][C:3]=1[C:19]([O:21]C)=[O:20].O.[OH-].[Na+]. The catalyst is O1CCCC1. The product is [Cl:1][C:2]1[N:6]2[CH:7]=[C:8]([CH2:15][CH:16]([CH3:18])[CH3:17])[CH:9]=[C:10]([C:11]([F:13])([F:12])[F:14])[C:5]2=[N:4][C:3]=1[C:19]([OH:21])=[O:20]. The yield is 0.990. (4) The reactants are [NH2:1][C:2]1[C:10]([O:11]C)=[C:9]2[C:5]([CH2:6][CH2:7][CH:8]2[CH2:13][CH2:14][NH:15][C:16](=[O:18])[CH3:17])=[CH:4][CH:3]=1.B(Br)(Br)Br.O.[Cl:24]CCl. The catalyst is C(OCC)(=O)C. The product is [ClH:24].[NH2:1][C:2]1[C:10]([OH:11])=[C:9]2[C:5]([CH2:6][CH2:7][CH:8]2[CH2:13][CH2:14][NH:15][C:16](=[O:18])[CH3:17])=[CH:4][CH:3]=1. The yield is 0.900. (5) The reactants are [NH2:1][C:2]1[CH:7]=[CH:6][C:5]([C:8]2[C:12]([C:13]3[CH:18]=[CH:17][N:16]=[C:15]4[NH:19][C:20]([C:22]5[CH:27]=[CH:26][CH:25]=[C:24]([CH2:28][N:29]([CH3:31])[CH3:30])[CH:23]=5)=[CH:21][C:14]=34)=[CH:11][N:10]([CH2:32][CH3:33])[N:9]=2)=[CH:4][CH:3]=1.[CH3:34][NH:35][CH3:36].[O:37]1[CH2:41]CCC1. No catalyst specified. The product is [CH3:31][N:29]([CH2:28][C:24]1[CH:23]=[C:22]([C:20]2[NH:19][C:15]3=[N:16][CH:17]=[CH:18][C:13]([C:12]4[C:8]([C:5]5[CH:4]=[CH:3][C:2]([NH:1][C:41](=[O:37])[N:35]([CH3:36])[CH3:34])=[CH:7][CH:6]=5)=[N:9][N:10]([CH2:32][CH3:33])[CH:11]=4)=[C:14]3[CH:21]=2)[CH:27]=[CH:26][CH:25]=1)[CH3:30]. The yield is 0.460.